Dataset: Full USPTO retrosynthesis dataset with 1.9M reactions from patents (1976-2016). Task: Predict the reactants needed to synthesize the given product. (1) Given the product [CH3:10][C@@H:11]1[C@@H:16]([NH:17][C:2]2[CH:9]=[CH:8][CH:7]=[CH:6][C:3]=2[C:4]#[N:5])[CH2:15][C@@H:14]2[CH2:18][C@H:12]1[C:13]2([CH3:19])[CH3:20], predict the reactants needed to synthesize it. The reactants are: F[C:2]1[CH:9]=[CH:8][CH:7]=[CH:6][C:3]=1[C:4]#[N:5].[CH3:10][C@@H:11]1[C@@H:16]([NH2:17])[CH2:15][C@@H:14]2[CH2:18][C@H:12]1[C:13]2([CH3:20])[CH3:19].C(N(CC)CC)C. (2) Given the product [CH2:18]([O:17][C:15](=[O:16])[CH2:14][NH:1][CH2:2][C:3]1[C:12]2[C:7](=[CH:8][CH:9]=[CH:10][CH:11]=2)[CH:6]=[CH:5][CH:4]=1)[CH3:19], predict the reactants needed to synthesize it. The reactants are: [NH2:1][CH2:2][C:3]1[C:12]2[C:7](=[CH:8][CH:9]=[CH:10][CH:11]=2)[CH:6]=[CH:5][CH:4]=1.Br[CH2:14][C:15]([O:17][CH2:18][CH3:19])=[O:16]. (3) Given the product [C:8]([C:12]1[CH:16]=[C:15]([NH:17][C:18]([NH:20][C@@H:21]2[C:30]3[C:25](=[CH:26][CH:27]=[CH:28][CH:29]=3)[C@H:24]([O:31][C:32]3[CH:33]=[CH:34][C:35]4[N:36]([C:38]([N:41]5[C@H:42]([CH3:48])[CH2:43][CH2:44][CH2:45][C@@H:46]5[CH3:47])=[N:39][N:40]=4)[CH:37]=3)[CH2:23][CH2:22]2)=[O:19])[N:14]([C:49]2[CH:62]=[CH:61][CH:60]=[C:51]([O:52][CH2:53][CH2:54][N:5]3[CH2:6][CH2:7][N:2]([CH3:1])[CH2:3][CH2:4]3)[CH:50]=2)[N:13]=1)([CH3:10])([CH3:11])[CH3:9], predict the reactants needed to synthesize it. The reactants are: [CH3:1][N:2]1[CH2:7][CH2:6][NH:5][CH2:4][CH2:3]1.[C:8]([C:12]1[CH:16]=[C:15]([NH:17][C:18]([NH:20][C@@H:21]2[C:30]3[C:25](=[CH:26][CH:27]=[CH:28][CH:29]=3)[C@H:24]([O:31][C:32]3[CH:33]=[CH:34][C:35]4[N:36]([C:38]([N:41]5[C@H:46]([CH3:47])[CH2:45][CH2:44][CH2:43][C@@H:42]5[CH3:48])=[N:39][N:40]=4)[CH:37]=3)[CH2:23][CH2:22]2)=[O:19])[N:14]([C:49]2[CH:50]=[C:51]([CH:60]=[CH:61][CH:62]=2)[O:52][CH2:53][CH2:54]OS(C)(=O)=O)[N:13]=1)([CH3:11])([CH3:10])[CH3:9]. (4) Given the product [CH3:38][O:39][C:21](=[O:22])[CH2:18][CH2:17][C:14]1[CH:13]=[CH:12][C:11]([O:23][CH2:24][CH2:25][C:26]2[N:27]=[C:28]([C:32]3[CH:37]=[CH:36][CH:35]=[CH:34][CH:33]=3)[O:29][C:30]=2[CH3:31])=[C:10]2[C:15]=1[CH2:16][NH:8][CH2:9]2, predict the reactants needed to synthesize it. The reactants are: C(OC([N:8]1[CH2:16][C:15]2[C:10](=[C:11]([O:23][CH2:24][CH2:25][C:26]3[N:27]=[C:28]([C:32]4[CH:37]=[CH:36][CH:35]=[CH:34][CH:33]=4)[O:29][C:30]=3[CH3:31])[CH:12]=[CH:13][C:14]=2[CH2:17][C:18](=[C:21]=[O:22])OC)[CH2:9]1)=O)(C)(C)C.[C:38](O)(C(F)(F)F)=[O:39].